This data is from Forward reaction prediction with 1.9M reactions from USPTO patents (1976-2016). The task is: Predict the product of the given reaction. (1) Given the reactants [Ga:1](I)(I)I.[C:5]([OH:18])(=[O:17])[CH2:6][CH2:7][CH2:8][CH2:9][CH2:10][CH2:11][CH2:12][CH2:13][CH2:14][CH2:15][CH3:16], predict the reaction product. The product is: [C:5]([O-:18])(=[O:17])[CH2:6][CH2:7][CH2:8][CH2:9][CH2:10][CH2:11][CH2:12][CH2:13][CH2:14][CH2:15][CH3:16].[Ga+3:1].[C:5]([O-:18])(=[O:17])[CH2:6][CH2:7][CH2:8][CH2:9][CH2:10][CH2:11][CH2:12][CH2:13][CH2:14][CH2:15][CH3:16].[C:5]([O-:18])(=[O:17])[CH2:6][CH2:7][CH2:8][CH2:9][CH2:10][CH2:11][CH2:12][CH2:13][CH2:14][CH2:15][CH3:16]. (2) Given the reactants [F:1][C:2]1([C@@H:15]([OH:25])[CH:16]=[C:17]([C:19]2[CH:24]=[CH:23][CH:22]=[CH:21][CH:20]=2)C)S(=O)(=O)C2C=CC=CC=2S1(=O)=O.[I-].[Sm+2].[I-].O1CCCC1.[Cl-].[NH4+], predict the reaction product. The product is: [F:1][CH2:2][C@@H:15]([OH:25])/[CH:16]=[CH:17]/[C:19]1[CH:20]=[CH:21][CH:22]=[CH:23][CH:24]=1.